This data is from Full USPTO retrosynthesis dataset with 1.9M reactions from patents (1976-2016). The task is: Predict the reactants needed to synthesize the given product. (1) Given the product [OH:1][C@@:2]1([CH3:25])[CH2:7][CH2:6][C@H:5]2[C@H:8]3[C@H:18]([CH2:19][CH2:20][C@:3]12[CH3:4])[C@:16]1([CH3:17])[C:11](=[CH:12][C:13](=[O:21])[CH2:14][CH2:15]1)[CH2:10][C@H:9]3[CH2:22][CH2:23][CH2:24][C:38]1[CH:37]=[CH:36][C:35]([O:34][CH2:33][CH2:32][CH2:31][C:29]([O:28][CH2:26][CH3:27])=[O:30])=[CH:42][CH:41]=1, predict the reactants needed to synthesize it. The reactants are: [OH:1][C@@:2]1([CH3:25])[CH2:7][CH2:6][C@H:5]2[C@H:8]3[C@H:18]([CH2:19][CH2:20][C@:3]12[CH3:4])[C@:16]1([CH3:17])[C:11](=[CH:12][C@@H:13]([OH:21])[CH2:14][CH2:15]1)[CH2:10][C@H:9]3[CH2:22][CH:23]=[CH2:24].[CH2:26]([O:28][C:29]([CH2:31][CH2:32][CH2:33][O:34][C:35]1[CH:42]=[CH:41][C:38](C=C)=[CH:37][CH:36]=1)=[O:30])[CH3:27]. (2) Given the product [CH3:27][O:26][C:23]1[CH:24]=[CH:25][C:20]([CH2:19][O:18][C:16]([C:11]2([C:9]([O:8][CH2:7][C:6]3[CH:28]=[CH:29][C:3]([O:2][CH3:1])=[CH:4][CH:5]=3)=[O:10])[CH2:12][CH:13]([C:49](=[O:50])[CH2:48][CH2:47][O:46][CH2:45][CH2:44][O:43][CH2:42][CH2:41][O:40][CH2:39][CH2:38][O:37][CH2:36][CH2:35][N:34]3[C:30](=[O:53])[CH:31]=[CH:32][C:33]3=[O:52])[CH2:14]2)=[O:17])=[CH:21][CH:22]=1, predict the reactants needed to synthesize it. The reactants are: [CH3:1][O:2][C:3]1[CH:29]=[CH:28][C:6]([CH2:7][O:8][C:9]([C:11]2([C:16]([O:18][CH2:19][C:20]3[CH:25]=[CH:24][C:23]([O:26][CH3:27])=[CH:22][CH:21]=3)=[O:17])[CH2:14][CH:13](O)[CH2:12]2)=[O:10])=[CH:5][CH:4]=1.[C:30]1(=[O:53])[N:34]([CH2:35][CH2:36][O:37][CH2:38][CH2:39][O:40][CH2:41][CH2:42][O:43][CH2:44][CH2:45][O:46][CH2:47][CH2:48][C:49](O)=[O:50])[C:33](=[O:52])[CH:32]=[CH:31]1.C(N(CC)CC)C.[I-].ClC1C=CC=C[N+]=1C. (3) Given the product [CH2:18]([O:20][C:9](=[O:14])[C:8]([C:4]1[CH:5]=[CH:6][CH:7]=[C:2]([Br:1])[CH:3]=1)([CH3:12])[CH3:11])[CH3:19], predict the reactants needed to synthesize it. The reactants are: [Br:1][C:2]1[CH:3]=[C:4]([C:8]([CH3:12])([CH3:11])[C:9]#N)[CH:5]=[CH:6][CH:7]=1.S(=O)(=O)(O)[OH:14].[CH2:18]([OH:20])[CH3:19]. (4) Given the product [Br:1][C:2]1[S:3][C:4]([C:8]([NH2:13])=[O:10])=[C:5]([CH3:7])[N:6]=1, predict the reactants needed to synthesize it. The reactants are: [Br:1][C:2]1[S:3][C:4]([C:8]([O:10]CC)=O)=[C:5]([CH3:7])[N:6]=1.[NH3:13]. (5) Given the product [Cl:1][C:2]1[CH:3]=[C:4]([C:9]2([C:22]([F:23])([F:25])[F:24])[O:13][N:12]=[C:11]([C:14]3[CH:15]=[CH:16][C:17]([CH3:21])=[C:18]([NH:19][C:31](=[O:32])[CH2:30][CH2:29][CH2:28][C:27]([F:35])([F:34])[F:26])[CH:20]=3)[CH2:10]2)[CH:5]=[C:6]([Cl:8])[CH:7]=1, predict the reactants needed to synthesize it. The reactants are: [Cl:1][C:2]1[CH:3]=[C:4]([C:9]2([C:22]([F:25])([F:24])[F:23])[O:13][N:12]=[C:11]([C:14]3[CH:15]=[CH:16][C:17]([CH3:21])=[C:18]([CH:20]=3)[NH2:19])[CH2:10]2)[CH:5]=[C:6]([Cl:8])[CH:7]=1.[F:26][C:27]([F:35])([F:34])[CH2:28][CH2:29][CH2:30][C:31](O)=[O:32].Cl.C(N(CC)CCCN=C=NCC)C.C(=O)([O-])O.[Na+]. (6) Given the product [C:3]([O:7][C:8](=[O:21])[NH:9][C:10]1[C:19]2[C:14](=[CH:15][CH:16]=[CH:17][CH:18]=2)[C:13]([O:20][C:23]2[CH:28]=[CH:27][O:26][C:25](=[O:29])[CH:24]=2)=[CH:12][CH:11]=1)([CH3:6])([CH3:4])[CH3:5], predict the reactants needed to synthesize it. The reactants are: [H-].[Na+].[C:3]([O:7][C:8](=[O:21])[NH:9][C:10]1[C:19]2[C:14](=[CH:15][CH:16]=[CH:17][CH:18]=2)[C:13]([OH:20])=[CH:12][CH:11]=1)([CH3:6])([CH3:5])[CH3:4].Cl[C:23]1[CH:28]=[CH:27][O:26][C:25](=[O:29])[CH:24]=1.